Dataset: Full USPTO retrosynthesis dataset with 1.9M reactions from patents (1976-2016). Task: Predict the reactants needed to synthesize the given product. (1) Given the product [C:1]([CH:5]([CH2:6][CH2:7][CH2:8][OH:11])[CH2:17][C:18]([OH:20])=[O:19])([CH3:4])([CH3:3])[CH3:2], predict the reactants needed to synthesize it. The reactants are: [C:1]([CH:5]1CC[CH:8]([OH:11])[CH2:7][CH2:6]1)([CH3:4])([CH3:3])[CH3:2].N([O-])=O.[Na+].F[C:17](F)(F)[C:18]([OH:20])=[O:19]. (2) Given the product [C:12]1([C:15]2[CH:16]=[CH:17][CH:18]=[CH:19][CH:20]=2)[CH:11]=[CH:10][C:9]([CH2:8][C@@H:7]([NH:21][C:22](=[O:29])[CH2:23][C:24]2[S:25][CH:26]=[CH:27][CH:28]=2)[CH2:6][C@@H:5]([CH3:30])[C:4]([OH:31])=[O:3])=[CH:14][CH:13]=1, predict the reactants needed to synthesize it. The reactants are: C([O:3][C:4](=[O:31])[C@H:5]([CH3:30])[CH2:6][C@H:7]([NH:21][C:22](=[O:29])[CH2:23][C:24]1[S:25][CH:26]=[CH:27][CH:28]=1)[CH2:8][C:9]1[CH:14]=[CH:13][C:12]([C:15]2[CH:20]=[CH:19][CH:18]=[CH:17][CH:16]=2)=[CH:11][CH:10]=1)C.[OH-].[Na+].C(OCC)(=O)C. (3) Given the product [CH:1]1([CH2:7][C:8]2[N:9]=[N:10][N:11]([C@@H:13]3[C@H:17]4[O:18][CH2:19][C@H:20]([NH:21][C:29]([C:28]5[CH:27]=[C:26]([CH:34]=[CH:33][CH:32]=5)[C:24]([O:23][CH3:22])=[O:25])=[O:30])[C@H:16]4[O:15][CH2:14]3)[CH:12]=2)[CH2:2][CH2:3][CH2:4][CH2:5][CH2:6]1, predict the reactants needed to synthesize it. The reactants are: [CH:1]1([CH2:7][C:8]2[N:9]=[N:10][N:11]([C@@H:13]3[C@H:17]4[O:18][CH2:19][C@H:20]([NH2:21])[C@H:16]4[O:15][CH2:14]3)[CH:12]=2)[CH2:6][CH2:5][CH2:4][CH2:3][CH2:2]1.[CH3:22][O:23][C:24]([C:26]1[CH:27]=[C:28]([CH:32]=[CH:33][CH:34]=1)[C:29](O)=[O:30])=[O:25]. (4) Given the product [Cl:54][C:67]1[CH:68]=[CH:69][C:70]([F:72])=[CH:71][C:66]=1[C:65]([N:62]1[CH2:61][CH2:60][N:59]([C:57](=[O:58])[CH2:56][NH:55][C:43]([C:41]2[N:40]=[N:39][N:38]([C:33]3[CH:34]=[CH:35][CH:36]=[CH:37][C:32]=3[F:31])[CH:42]=2)=[O:45])[CH2:64][CH2:63]1)=[O:74], predict the reactants needed to synthesize it. The reactants are: CCN(C(C)C)C(C)C.C1C=CC2N(O)N=NC=2C=1.CCN=C=NCCCN(C)C.[F:31][C:32]1[CH:37]=[CH:36][CH:35]=[CH:34][C:33]=1[N:38]1[CH:42]=[C:41]([C:43]([OH:45])=O)[N:40]=[N:39]1.FC1C=CC=CC=1N.[ClH:54].[NH2:55][CH2:56][C:57]([N:59]1[CH2:64][CH2:63][N:62]([C:65](=[O:74])[C:66]2[CH:71]=[C:70]([F:72])[CH:69]=[CH:68][C:67]=2Cl)[CH2:61][CH2:60]1)=[O:58].ClC1C=CC(F)=CC=1C(O)=O. (5) Given the product [CH3:1][C:2]([N:27]1[CH:26]=[C:25]([C:23]2[CH:22]=[C:21]([NH:30][C:31]3[N:36]=[C:35]([C:37]([F:40])([F:39])[F:38])[CH:34]=[CH:33][N:32]=3)[CH:20]=[C:19]([CH3:18])[CH:24]=2)[CH:29]=[N:28]1)([CH3:6])[CH2:3][C:4]#[N:5], predict the reactants needed to synthesize it. The reactants are: [CH3:1][C:2]([CH3:6])=[CH:3][C:4]#[N:5].C1CCN2C(=NCCC2)CC1.[CH3:18][C:19]1[CH:20]=[C:21]([NH:30][C:31]2[N:36]=[C:35]([C:37]([F:40])([F:39])[F:38])[CH:34]=[CH:33][N:32]=2)[CH:22]=[C:23]([C:25]2[CH:26]=[N:27][NH:28][CH:29]=2)[CH:24]=1. (6) Given the product [N:32]([CH2:16][C:15]1[N:11]([C:8]2[CH:9]=[CH:10][C:5]([S:2]([CH3:1])(=[O:4])=[O:3])=[CH:6][CH:7]=2)[N:12]=[CH:13][CH:14]=1)=[N+:33]=[N-:34], predict the reactants needed to synthesize it. The reactants are: [CH3:1][S:2]([C:5]1[CH:10]=[CH:9][C:8]([N:11]2[C:15]([CH2:16]O)=[CH:14][CH:13]=[N:12]2)=[CH:7][CH:6]=1)(=[O:4])=[O:3].C1(P([N:32]=[N+:33]=[N-:34])(C2C=CC=CC=2)=O)C=CC=CC=1.N12CCCN=C1CCCCC2.